From a dataset of CYP3A4 inhibition data for predicting drug metabolism from PubChem BioAssay. Regression/Classification. Given a drug SMILES string, predict its absorption, distribution, metabolism, or excretion properties. Task type varies by dataset: regression for continuous measurements (e.g., permeability, clearance, half-life) or binary classification for categorical outcomes (e.g., BBB penetration, CYP inhibition). Dataset: cyp3a4_veith. The compound is O=C(CSc1nc2ccccc2[nH]1)Nc1c(F)cccc1F. The result is 1 (inhibitor).